Dataset: Catalyst prediction with 721,799 reactions and 888 catalyst types from USPTO. Task: Predict which catalyst facilitates the given reaction. (1) Reactant: FC(F)(F)S(O[CH2:7][C:8]([F:16])([F:15])[C:9]1[CH:14]=[CH:13][CH:12]=[CH:11][N:10]=1)(=O)=O.[CH3:19][O:20][C:21](=[O:32])[CH2:22][C:23]1[C:24](=[O:31])[N:25]([NH2:30])[CH:26]=[CH:27][C:28]=1[CH3:29]. Product: [CH3:19][O:20][C:21](=[O:32])[CH2:22][C:23]1[C:24](=[O:31])[N:25]([NH:30][CH2:7][C:8]([F:16])([F:15])[C:9]2[CH:14]=[CH:13][CH:12]=[CH:11][N:10]=2)[CH:26]=[CH:27][C:28]=1[CH3:29]. The catalyst class is: 26. (2) Reactant: [NH2:1][C:2]1[CH:26]=[CH:25][C:5]([O:6][C:7]2[C:8]([F:24])=[C:9]([C@H:14]([NH:17][S@@:18]([C:20]([CH3:23])([CH3:22])[CH3:21])=[O:19])[CH2:15][CH3:16])[CH:10]=[CH:11][C:12]=2[Cl:13])=[CH:4][CH:3]=1.[C:27](OC(=O)C)(=[O:29])[CH3:28]. Product: [Cl:13][C:12]1[C:7]([O:6][C:5]2[CH:4]=[CH:3][C:2]([NH:1][C:27](=[O:29])[CH3:28])=[CH:26][CH:25]=2)=[C:8]([F:24])[C:9]([C@H:14]([NH:17][S@@:18]([C:20]([CH3:22])([CH3:21])[CH3:23])=[O:19])[CH2:15][CH3:16])=[CH:10][CH:11]=1. The catalyst class is: 2. (3) Reactant: [CH3:1][C:2]1[CH:10]=[CH:9][C:8]2[N:7]([CH2:11][C@H:12]([C:14]3[CH:19]=[CH:18][N:17]=[CH:16][CH:15]=3)[OH:13])[C:6]3[CH2:20][CH2:21][N:22]4[C@@H:26]([C:5]=3[C:4]=2[CH:3]=1)[CH2:25][CH2:24][CH2:23]4.[H-].[Na+].Br[CH:30]1[CH2:34][CH2:33][CH2:32][CH2:31]1. Product: [CH:30]1([O:13][C@@H:12]([C:14]2[CH:19]=[CH:18][N:17]=[CH:16][CH:15]=2)[CH2:11][N:7]2[C:8]3[CH:9]=[CH:10][C:2]([CH3:1])=[CH:3][C:4]=3[C:5]3[C@@H:26]4[N:22]([CH2:21][CH2:20][C:6]2=3)[CH2:23][CH2:24][CH2:25]4)[CH2:34][CH2:33][CH2:32][CH2:31]1. The catalyst class is: 3. (4) Reactant: N[C:2]1[CH:11]=[C:10]([O:12][CH2:13][C:14]2[CH:19]=[CH:18][CH:17]=[CH:16][CH:15]=2)[CH:9]=[C:8]([O:20][CH2:21][C:22]2[CH:27]=[CH:26][CH:25]=[CH:24][CH:23]=2)[C:3]=1[C:4](OC)=[O:5].C(O)(=O)C.[CH:32]([NH2:34])=[NH:33]. Product: [CH2:21]([O:20][C:8]1[CH:9]=[C:10]([O:12][CH2:13][C:14]2[CH:19]=[CH:18][CH:17]=[CH:16][CH:15]=2)[CH:11]=[C:2]2[C:3]=1[C:4](=[O:5])[NH:33][CH:32]=[N:34]2)[C:22]1[CH:23]=[CH:24][CH:25]=[CH:26][CH:27]=1. The catalyst class is: 141. (5) Reactant: [CH3:1][C:2]1([CH3:31])[N:6]([C:7]([O:9][C:10]([CH3:13])([CH3:12])[CH3:11])=[O:8])[C@@H:5]([CH2:14][CH2:15][C:16]2[CH:21]=[CH:20][C:19]([NH:22][C:23]3[N:28]=[CH:27][C:26]([S:29][CH3:30])=[CH:25][N:24]=3)=[CH:18][CH:17]=2)[CH2:4][O:3]1.[O-:32]S([O-])=O.[Na+].[Na+]. Product: [CH3:1][C:2]1([CH3:31])[N:6]([C:7]([O:9][C:10]([CH3:11])([CH3:12])[CH3:13])=[O:8])[C@@H:5]([CH2:14][CH2:15][C:16]2[CH:21]=[CH:20][C:19]([NH:22][C:23]3[N:24]=[CH:25][C:26]([S:29]([CH3:30])=[O:32])=[CH:27][N:28]=3)=[CH:18][CH:17]=2)[CH2:4][O:3]1. The catalyst class is: 4. (6) Reactant: [C:1]([O:5][C:6]([N:8]([CH2:13][C:14]1[CH:19]=[CH:18][C:17]([O:20][CH3:21])=[C:16]([O:22][CH3:23])[CH:15]=1)[CH2:9][C:10]([OH:12])=[O:11])=[O:7])([CH3:4])([CH3:3])[CH3:2].[Cl:24][C:25]1[CH:26]=[N+:27]([O-:50])[CH:28]=[C:29]([Cl:49])[C:30]=1[CH2:31][C@@H:32]([C:34]1[CH:39]=[CH:38][C:37]([O:40][CH:41]([F:43])[F:42])=[C:36]([O:44][CH2:45][CH:46]2[CH2:48][CH2:47]2)[CH:35]=1)O.C(Cl)CCl. Product: [C:1]([O:5][C:6]([N:8]([CH2:13][C:14]1[CH:19]=[CH:18][C:17]([O:20][CH3:21])=[C:16]([O:22][CH3:23])[CH:15]=1)[CH2:9][C:10]([O:12][C@H:32]([C:34]1[CH:39]=[CH:38][C:37]([O:40][CH:41]([F:42])[F:43])=[C:36]([O:44][CH2:45][CH:46]2[CH2:47][CH2:48]2)[CH:35]=1)[CH2:31][C:30]1[C:29]([Cl:49])=[CH:28][N+:27]([O-:50])=[CH:26][C:25]=1[Cl:24])=[O:11])=[O:7])([CH3:4])([CH3:3])[CH3:2]. The catalyst class is: 79. (7) Reactant: C([O-])([O-])=O.[Na+].[Na+].C[O:8][C:9]([C:11]1[N:12]=[N:13][C:14](Cl)=[CH:15][CH:16]=1)=[O:10].[OH:18][C:19]([CH3:52])([CH3:51])[CH2:20][C@@:21]1([C:45]2[CH:50]=[CH:49][CH:48]=[CH:47][CH:46]=2)[O:26][C:25](=[O:27])[N:24]([C@H:28]([C:30]2[CH:35]=[CH:34][C:33](B3OC(C)(C)C(C)(C)O3)=[CH:32][CH:31]=2)[CH3:29])[CH2:23][CH2:22]1. Product: [OH:18][C:19]([CH3:51])([CH3:52])[CH2:20][C@@:21]1([C:45]2[CH:50]=[CH:49][CH:48]=[CH:47][CH:46]=2)[O:26][C:25](=[O:27])[N:24]([C@H:28]([C:30]2[CH:31]=[CH:32][C:33]([C:14]3[N:13]=[N:12][C:11]([C:9]([OH:8])=[O:10])=[CH:16][CH:15]=3)=[CH:34][CH:35]=2)[CH3:29])[CH2:23][CH2:22]1. The catalyst class is: 9. (8) The catalyst class is: 235. Reactant: C#CC(N1CCCC1C)C.[CH2:11]([N:15]1[CH2:19][CH2:18][CH2:17][C@H:16]1[CH3:20])[CH2:12][C:13]#[CH:14].[Br:21][C:22]1[CH:27]=[CH:26][C:25]([NH2:28])=[C:24](I)[CH:23]=1.C(NC(C)C)(C)C. Product: [Br:21][C:22]1[CH:27]=[CH:26][C:25]([NH2:28])=[C:24]([C:14]#[C:13][CH2:12][CH2:11][N:15]2[CH2:19][CH2:18][CH2:17][C@H:16]2[CH3:20])[CH:23]=1. (9) Reactant: Cl[C:2]1[CH:7]=[C:6]([N:8]2[CH2:13][CH2:12][O:11][CH2:10][CH2:9]2)[N:5]2[N:14]=[C:15]([C:17]3[CH:22]=[CH:21][CH:20]=[CH:19][CH:18]=3)[CH:16]=[C:4]2[N:3]=1.O.[NH2:24][NH2:25].O. Product: [N:8]1([C:6]2[N:5]3[N:14]=[C:15]([C:17]4[CH:22]=[CH:21][CH:20]=[CH:19][CH:18]=4)[CH:16]=[C:4]3[N:3]=[C:2]([NH:24][NH2:25])[CH:7]=2)[CH2:13][CH2:12][O:11][CH2:10][CH2:9]1. The catalyst class is: 12. (10) Reactant: [OH:1][CH:2]1[CH2:7][CH2:6][N:5]([C:8]([O:10][CH2:11][C:12]2[CH:17]=[CH:16][CH:15]=[CH:14][CH:13]=2)=[O:9])[CH2:4][CH2:3]1.C(N(CC)CC)C.[CH3:25][S:26](Cl)(=[O:28])=[O:27]. Product: [CH3:25][S:26]([O:1][CH:2]1[CH2:3][CH2:4][N:5]([C:8]([O:10][CH2:11][C:12]2[CH:17]=[CH:16][CH:15]=[CH:14][CH:13]=2)=[O:9])[CH2:6][CH2:7]1)(=[O:28])=[O:27]. The catalyst class is: 2.